Dataset: Catalyst prediction with 721,799 reactions and 888 catalyst types from USPTO. Task: Predict which catalyst facilitates the given reaction. (1) Reactant: [CH:1]1([C:4]2[CH:8]=[C:7]([CH:9]3[CH2:11][CH2:10]3)[N:6]([C:12]3[N:17]=[CH:16][C:15]([NH:18][C:19](=[O:26])[C:20]4[CH:25]=[CH:24][N:23]=[CH:22][CH:21]=4)=[CH:14][CH:13]=3)[N:5]=2)[CH2:3][CH2:2]1.C(O)(=O)C1C=CN=CC=1.[ClH:36]. Product: [ClH:36].[ClH:36].[CH:1]1([C:4]2[CH:8]=[C:7]([CH:9]3[CH2:11][CH2:10]3)[N:6]([C:12]3[N:17]=[CH:16][C:15]([NH:18][C:19](=[O:26])[C:20]4[CH:21]=[CH:22][N:23]=[CH:24][CH:25]=4)=[CH:14][CH:13]=3)[N:5]=2)[CH2:2][CH2:3]1. The catalyst class is: 165. (2) Reactant: [CH2:1]([O:6][C:7](=[O:31])[C:8]1[C:13]([S:14][C:15]2[CH:20]=[CH:19][C:18]([S:21]([N:24]3[CH2:29][CH2:28][CH2:27][CH2:26][CH2:25]3)(=[O:23])=[O:22])=[CH:17][CH:16]=2)=[CH:12][N:11]=[C:10]([NH2:30])[CH:9]=1)[CH2:2][CH2:3][CH2:4][CH3:5].[Cl:32][C:33]1[CH:38]=[C:37]([Cl:39])[CH:36]=[CH:35][C:34]=1[S:40](Cl)(=[O:42])=[O:41]. Product: [CH2:1]([O:6][C:7](=[O:31])[C:8]1[C:13]([S:14][C:15]2[CH:16]=[CH:17][C:18]([S:21]([N:24]3[CH2:29][CH2:28][CH2:27][CH2:26][CH2:25]3)(=[O:23])=[O:22])=[CH:19][CH:20]=2)=[CH:12][N:11]=[C:10]([NH:30][S:40]([C:34]2[CH:35]=[CH:36][C:37]([Cl:39])=[CH:38][C:33]=2[Cl:32])(=[O:42])=[O:41])[CH:9]=1)[CH2:2][CH2:3][CH2:4][CH3:5]. The catalyst class is: 341. (3) Reactant: [CH2:1]([O:3][C:4](=[O:16])[C:5]([C:7]1[CH:8]=[C:9]([C:13]([OH:15])=O)[N:10]([CH3:12])[CH:11]=1)=[O:6])[CH3:2].C(N(CC)CC)C.F[P-](F)(F)(F)(F)F.N1(OC(N(C)C)=[N+](C)C)C2N=CC=CC=2N=N1.[F:48][C:49]([F:58])([F:57])[C:50]1[CH:51]=[C:52]([CH:54]=[CH:55][CH:56]=1)[NH2:53]. Product: [CH3:12][N:10]1[C:9]([C:13](=[O:15])[NH:53][C:52]2[CH:54]=[CH:55][CH:56]=[C:50]([C:49]([F:48])([F:57])[F:58])[CH:51]=2)=[CH:8][C:7]([C:5](=[O:6])[C:4]([O:3][CH2:1][CH3:2])=[O:16])=[CH:11]1. The catalyst class is: 18. (4) Reactant: Cl[C:2]1[CH2:6][CH2:5][C:4](=[O:7])[C:3]=1[CH3:8].[NH:9]1[CH:13]=[CH:12][N:11]=[CH:10]1. Product: [N:9]1([C:2]2[CH2:6][CH2:5][C:4](=[O:7])[C:3]=2[CH3:8])[CH:13]=[CH:12][N:11]=[CH:10]1. The catalyst class is: 11.